From a dataset of Forward reaction prediction with 1.9M reactions from USPTO patents (1976-2016). Predict the product of the given reaction. (1) Given the reactants C(O[C:6](=O)[N:7]([C@H:9]([C:14]([N:16]1[CH2:21][CH2:20][C:19](=[N:22][O:23][CH2:24][C:25]2[CH:30]=[CH:29][CH:28]=[C:27]([Cl:31])[CH:26]=2)[CH2:18][CH2:17]1)=[O:15])[CH2:10][CH:11]([CH3:13])[CH3:12])C)(C)(C)C.Cl, predict the reaction product. The product is: [ClH:31].[Cl:31][C:27]1[CH:26]=[C:25]([CH:30]=[CH:29][CH:28]=1)[CH2:24][O:23][N:22]=[C:19]1[CH2:18][CH2:17][N:16]([C:14](=[O:15])[C@@H:9]([NH:7][CH3:6])[CH2:10][CH:11]([CH3:13])[CH3:12])[CH2:21][CH2:20]1. (2) Given the reactants [H-].[Na+].[N:3]1[CH:8]=[CH:7][CH:6]=[CH:5][C:4]=1[CH2:9][OH:10].[NH2:11][C:12]1[N:17]=[C:16](S(C)(=O)=O)[C:15]([C:22]2[CH:23]=[CH:24][C:25](=[O:31])[N:26]([CH:28]([CH3:30])[CH3:29])[N:27]=2)=[C:14]([C:32]2[CH:37]=[CH:36][CH:35]=[CH:34][CH:33]=2)[N:13]=1.O, predict the reaction product. The product is: [NH2:11][C:12]1[N:13]=[C:14]([C:32]2[CH:33]=[CH:34][CH:35]=[CH:36][CH:37]=2)[C:15]([C:22]2[CH:23]=[CH:24][C:25](=[O:31])[N:26]([CH:28]([CH3:29])[CH3:30])[N:27]=2)=[C:16]([O:10][CH2:9][C:4]2[CH:5]=[CH:6][CH:7]=[CH:8][N:3]=2)[N:17]=1. (3) Given the reactants Cl.[F:2][C:3]1[CH:8]=[CH:7][C:6]([CH:9]2[CH2:14][CH2:13][NH:12][CH2:11][CH2:10]2)=[CH:5][CH:4]=1.C(N(C(C)C)CC)(C)C.[CH3:24][C@@:25]1([CH2:32][S:33](Cl)(=[O:35])=[O:34])[C:29](=[O:30])[NH:28][C:27](=[O:31])[NH:26]1, predict the reaction product. The product is: [F:2][C:3]1[CH:8]=[CH:7][C:6]([CH:9]2[CH2:10][CH2:11][N:12]([S:33]([CH2:32][C@@:25]3([CH3:24])[NH:26][C:27](=[O:31])[NH:28][C:29]3=[O:30])(=[O:34])=[O:35])[CH2:13][CH2:14]2)=[CH:5][CH:4]=1. (4) Given the reactants Br[CH2:2][CH2:3][CH2:4][NH:5][C:6](=[O:12])[O:7][C:8]([CH3:11])([CH3:10])[CH3:9].[Cl:13][C:14]1[CH:15]=[C:16]([OH:21])[CH:17]=[CH:18][C:19]=1[Cl:20].C([O-])([O-])=O.[Cs+].[Cs+], predict the reaction product. The product is: [Cl:13][C:14]1[CH:15]=[C:16]([CH:17]=[CH:18][C:19]=1[Cl:20])[O:21][CH2:2][CH2:3][CH2:4][NH:5][C:6](=[O:12])[O:7][C:8]([CH3:11])([CH3:10])[CH3:9].